Dataset: Full USPTO retrosynthesis dataset with 1.9M reactions from patents (1976-2016). Task: Predict the reactants needed to synthesize the given product. Given the product [CH3:36][NH:37][C:26]([C:22]1[N:21]=[CH:20][N:19]=[C:18]2[C:23]=1[N:24]=[CH:25][N:17]2[C:14]1[CH:13]=[CH:12][C:11]([NH:10][C:9]([NH:8][C:5]2[CH:6]=[CH:7][C:2]([Cl:1])=[C:3]([C:30]([F:32])([F:31])[F:33])[CH:4]=2)=[O:29])=[CH:16][CH:15]=1)=[O:27], predict the reactants needed to synthesize it. The reactants are: [Cl:1][C:2]1[CH:7]=[CH:6][C:5]([NH:8][C:9](=[O:29])[NH:10][C:11]2[CH:16]=[CH:15][C:14]([N:17]3[CH:25]=[N:24][C:23]4[C:18]3=[N:19][CH:20]=[N:21][C:22]=4[C:26](O)=[O:27])=[CH:13][CH:12]=2)=[CH:4][C:3]=1[C:30]([F:33])([F:32])[F:31].CN.[CH3:36][N:37](C(ON1N=NC2C=CC=NC1=2)=[N+](C)C)C.F[P-](F)(F)(F)(F)F.C1C=NC2N(O)N=NC=2C=1.